Dataset: Forward reaction prediction with 1.9M reactions from USPTO patents (1976-2016). Task: Predict the product of the given reaction. (1) Given the reactants [C:1]([C@@:9]([C:24]([OH:26])=[O:25])([OH:23])[C@@:10]([C:15](=[O:22])[C:16]1[CH:21]=[CH:20][CH:19]=[CH:18][CH:17]=1)([OH:14])[C:11]([OH:13])=[O:12])(=[O:8])[C:2]1[CH:7]=[CH:6][CH:5]=[CH:4][CH:3]=1.[CH3:27][O:28][C:29]([C:31]1[CH:35]=[C:34]([CH:36]2[CH2:40][CH2:39][CH2:38][NH:37]2)[S:33][C:32]=1[CH3:41])=[O:30], predict the reaction product. The product is: [C:15]([C@@:10]([C:11]([OH:13])=[O:12])([OH:14])[C@@:9]([C:1](=[O:8])[C:2]1[CH:7]=[CH:6][CH:5]=[CH:4][CH:3]=1)([OH:23])[C:24]([OH:26])=[O:25])(=[O:22])[C:16]1[CH:21]=[CH:20][CH:19]=[CH:18][CH:17]=1.[CH3:27][O:28][C:29]([C:31]1[CH:35]=[C:34]([CH:36]2[CH2:40][CH2:39][CH2:38][NH:37]2)[S:33][C:32]=1[CH3:41])=[O:30]. (2) Given the reactants [F:1][C:2]1[C:7]([C:8]2[CH:13]=[CH:12][CH:11]=[C:10]([CH3:14])[CH:9]=2)=[C:6]([C@H:15]([O:29][CH2:30][CH2:31]OS(C)(=O)=O)[C@@H:16]2[O:21][CH2:20][CH2:19][N:18]([C:22]([O:24][C:25]([CH3:28])([CH3:27])[CH3:26])=[O:23])[CH2:17]2)[CH:5]=[CH:4][CH:3]=1.[N-:37]=[N+:38]=[N-:39].[Na+], predict the reaction product. The product is: [N:37]([CH2:31][CH2:30][O:29][C@@H:15]([C:6]1[CH:5]=[CH:4][CH:3]=[C:2]([F:1])[C:7]=1[C:8]1[CH:13]=[CH:12][CH:11]=[C:10]([CH3:14])[CH:9]=1)[C@@H:16]1[O:21][CH2:20][CH2:19][N:18]([C:22]([O:24][C:25]([CH3:27])([CH3:26])[CH3:28])=[O:23])[CH2:17]1)=[N+:38]=[N-:39]. (3) Given the reactants C([O-])([O-])=O.[K+].[K+].[Br:7][C:8]1[C:13]([C:14]([O:16]CC)=O)=[C:12]([CH2:19]Br)[N:11]=[CH:10][CH:9]=1.[N:21]1[C:30]2[C:25](=[CH:26][CH:27]=[CH:28][CH:29]=2)[CH:24]=[CH:23][C:22]=1[CH2:31][CH2:32][NH2:33], predict the reaction product. The product is: [Br:7][C:8]1[CH:9]=[CH:10][N:11]=[C:12]2[CH2:19][N:33]([CH2:32][CH2:31][C:22]3[CH:23]=[CH:24][C:25]4[C:30](=[CH:29][CH:28]=[CH:27][CH:26]=4)[N:21]=3)[C:14](=[O:16])[C:13]=12.